This data is from Full USPTO retrosynthesis dataset with 1.9M reactions from patents (1976-2016). The task is: Predict the reactants needed to synthesize the given product. (1) Given the product [CH3:25][O:24][C:21]1[C:20]([CH3:26])=[CH:19][N:18]=[C:17]([CH2:16][N:14]2[N:13]=[C:9]3[CH2:10][CH2:11][C:12]4[CH:3]([C:1]5[NH:2][N:52]=[N:51][N:50]=5)[S:4][N:5]=[C:6]([NH2:27])[C:7]([C:8]=43)=[N:15]2)[C:22]=1[CH3:23], predict the reactants needed to synthesize it. The reactants are: [C:1]([CH:3]1[C:12]2[CH2:11][CH2:10][C:9]3=[N:13][N:14]([CH2:16][C:17]4[C:22]([CH3:23])=[C:21]([O:24][CH3:25])[C:20]([CH3:26])=[CH:19][N:18]=4)[N:15]=[C:7]([C:8]=23)[C:6]([N:27](C(OC(C)(C)C)=O)C(OC(C)(C)C)=O)=[N:5][S:4]1)#[N:2].Cl.C(N(CC)CC)C.[N-:50]=[N+:51]=[N-:52].[Na+]. (2) Given the product [CH3:21][C:13]1[S:11][C:9]([CH2:8][C:4]2[CH:5]=[CH:6][CH:7]=[C:2]([CH3:1])[CH:3]=2)=[N:10][C:14]=1[C:15]([O:17][CH2:18][CH3:19])=[O:16], predict the reactants needed to synthesize it. The reactants are: [CH3:1][C:2]1[CH:3]=[C:4]([CH2:8][C:9](=[S:11])[NH2:10])[CH:5]=[CH:6][CH:7]=1.Br[CH:13]([CH3:21])[C:14](=O)[C:15]([O:17][CH2:18][CH3:19])=[O:16]. (3) The reactants are: [Br-].[CH3:2][O:3][C:4]([C@@H:6]([O:11][C@H:12]([C:29]1[CH:34]=[CH:33][CH:32]=[CH:31][CH:30]=1)[C:13]1[CH:18]=[CH:17][C:16]([C:19]2[CH:20]=[N+:21]([CH2:25][CH2:26][O:27][CH3:28])[CH:22]=[CH:23][CH:24]=2)=[CH:15][CH:14]=1)[CH2:7][CH:8]([CH3:10])[CH3:9])=[O:5].C(O)(=O)C. Given the product [CH3:28][O:27][CH2:26][CH2:25][N:21]1[CH2:22][CH2:23][CH2:24][CH:19]([C:16]2[CH:17]=[CH:18][C:13]([C@@H:12]([C:29]3[CH:30]=[CH:31][CH:32]=[CH:33][CH:34]=3)[O:11][C@@H:6]([CH2:7][CH:8]([CH3:10])[CH3:9])[C:4]([O:3][CH3:2])=[O:5])=[CH:14][CH:15]=2)[CH2:20]1, predict the reactants needed to synthesize it. (4) Given the product [CH2:1]([O:8][C:9]1[CH:26]=[C:25]([N+:27]([O-:29])=[O:28])[C:24]([CH2:30][CH2:31][Cl:32])=[C:23]2[C:10]=1[NH:11][C:12]([C:13]([O:15][CH3:16])=[O:14])=[C:18]2[C:19]([O:21][CH3:22])=[O:20])[C:2]1[CH:7]=[CH:6][CH:5]=[CH:4][CH:3]=1, predict the reactants needed to synthesize it. The reactants are: [CH2:1]([O:8][C:9]1[CH:26]=[C:25]([N+:27]([O-:29])=[O:28])[C:24]([CH2:30][CH2:31][Cl:32])=[CH:23][C:10]=1[NH:11][C:12]([CH2:18][C:19]([O:21][CH3:22])=[O:20])(O)[C:13]([O:15][CH3:16])=[O:14])[C:2]1[CH:7]=[CH:6][CH:5]=[CH:4][CH:3]=1. (5) Given the product [Br:1][C:2]1[CH:3]=[C:4]2[C:10]([I:11])=[CH:9][N:8]([S:20]([C:17]3[CH:18]=[CH:19][C:14]([CH3:24])=[CH:15][CH:16]=3)(=[O:22])=[O:21])[C:5]2=[N:6][CH:7]=1, predict the reactants needed to synthesize it. The reactants are: [Br:1][C:2]1[CH:3]=[C:4]2[C:10]([I:11])=[CH:9][NH:8][C:5]2=[N:6][CH:7]=1.[H-].[Na+].[C:14]1([CH3:24])[CH:19]=[CH:18][C:17]([S:20](Cl)(=[O:22])=[O:21])=[CH:16][CH:15]=1. (6) The reactants are: Cl.[NH2:2][C:3]1[C:14]2[C:6](=[N:7][C:8]3[CH2:9][NH:10][CH2:11][C:12]=3[C:13]=2[C:15]2[S:16][CH:17]=[CH:18][CH:19]=2)[S:5][C:4]=1[C:20]([NH2:22])=[O:21].C(N(C(C)C)CC)(C)C.[Cl:32][CH2:33][C:34](Cl)=[O:35]. Given the product [NH2:2][C:3]1[C:14]2[C:6](=[N:7][C:8]3[CH2:9][N:10]([C:34](=[O:35])[CH2:33][Cl:32])[CH2:11][C:12]=3[C:13]=2[C:15]2[S:16][CH:17]=[CH:18][CH:19]=2)[S:5][C:4]=1[C:20]([NH2:22])=[O:21], predict the reactants needed to synthesize it. (7) Given the product [C:12]1(/[CH:11]=[CH:10]\[CH2:9][CH2:8][NH2:7])[CH:17]=[CH:16][CH:15]=[CH:14][CH:13]=1, predict the reactants needed to synthesize it. The reactants are: C(OC(=O)[NH:7][CH2:8][CH2:9][C:10]#[C:11][C:12]1[CH:17]=[CH:16][CH:15]=[CH:14][CH:13]=1)(C)(C)C.